This data is from Catalyst prediction with 721,799 reactions and 888 catalyst types from USPTO. The task is: Predict which catalyst facilitates the given reaction. (1) Reactant: [C:1]1([CH2:7][CH2:8][CH2:9][CH:10]([NH:20][C:21](=[O:33])[CH2:22][CH2:23][CH2:24][NH:25]C(OC(C)(C)C)=O)[CH2:11][CH2:12][CH2:13][C:14]2[CH:19]=[CH:18][CH:17]=[CH:16][CH:15]=2)[CH:6]=[CH:5][CH:4]=[CH:3][CH:2]=1.FC(F)(F)C(O)=O. Product: [C:14]1([CH2:13][CH2:12][CH2:11][CH:10]([NH:20][C:21](=[O:33])[CH2:22][CH2:23][CH2:24][NH2:25])[CH2:9][CH2:8][CH2:7][C:1]2[CH:2]=[CH:3][CH:4]=[CH:5][CH:6]=2)[CH:15]=[CH:16][CH:17]=[CH:18][CH:19]=1. The catalyst class is: 2. (2) Reactant: Cl[C:2]1[N:7]=[C:6]([N:8]2[CH2:13][CH2:12][CH2:11][CH:10]([C:14]3[CH:19]=[CH:18][C:17]([Cl:20])=[CH:16][CH:15]=3)[CH2:9]2)[N:5]=[CH:4][N:3]=1.B([C:24]1[CH:35]=[CH:34][C:27]([CH2:28][C@@H:29]([C:31]([OH:33])=[O:32])[NH2:30])=[CH:26][CH:25]=1)(O)O.C(#N)C.C(=O)([O-])[O-].[Na+].[Na+]. Product: [NH2:30][CH:29]([CH2:28][C:27]1[CH:34]=[CH:35][C:24]([C:2]2[N:7]=[C:6]([N:8]3[CH2:13][CH2:12][CH2:11][CH:10]([C:14]4[CH:19]=[CH:18][C:17]([Cl:20])=[CH:16][CH:15]=4)[CH2:9]3)[N:5]=[CH:4][N:3]=2)=[CH:25][CH:26]=1)[C:31]([OH:33])=[O:32]. The catalyst class is: 189. (3) Reactant: Cl[C:2]1[N:11]=[C:10]([N:12]([CH3:14])[CH3:13])[C:9]2[C:4](=[CH:5][CH:6]=[CH:7][CH:8]=2)[N:3]=1.Cl.[NH2:16][C@@H:17]1[CH2:22][CH2:21][C@H:20]([C:23]([NH2:25])=[O:24])[CH2:19][CH2:18]1. Product: [CH3:13][N:12]([CH3:14])[C:10]1[C:9]2[C:4](=[CH:5][CH:6]=[CH:7][CH:8]=2)[N:3]=[C:2]([NH:16][C@@H:17]2[CH2:22][CH2:21][C@H:20]([C:23]([NH2:25])=[O:24])[CH2:19][CH2:18]2)[N:11]=1. The catalyst class is: 17. (4) Reactant: [CH2:1]([N:8]1[C:20]2[CH:19]=[CH:18][C:17]([C:21]3[CH:26]=[CH:25][C:24]([OH:27])=[CH:23][CH:22]=3)=[CH:16][C:15]=2[C:14]2[CH2:13][CH2:12][CH2:11][CH2:10][C:9]1=2)[C:2]1[CH:7]=[CH:6][CH:5]=[CH:4][CH:3]=1.C([O-])([O-])=O.[K+].[K+].Br[CH2:35][C:36]([O:38][CH3:39])=[O:37]. Product: [CH3:39][O:38][C:36](=[O:37])[CH2:35][O:27][C:24]1[CH:23]=[CH:22][C:21]([C:17]2[CH:18]=[CH:19][C:20]3[N:8]([CH2:1][C:2]4[CH:3]=[CH:4][CH:5]=[CH:6][CH:7]=4)[C:9]4[CH2:10][CH2:11][CH2:12][CH2:13][C:14]=4[C:15]=3[CH:16]=2)=[CH:26][CH:25]=1. The catalyst class is: 21. (5) Reactant: [N+:1]([C:4]1[CH:9]=[CH:8][C:7]([NH:10][C:11]2[N:19]([CH2:20][CH2:21]O)[C:14]3=[N:15][CH:16]=[CH:17][CH:18]=[C:13]3[N:12]=2)=[CH:6][CH:5]=1)([O-:3])=[O:2].C(N(CC)CC)C.O. Product: [N+:1]([C:4]1[CH:9]=[CH:8][C:7]([N:10]2[C:11]3=[N:12][C:13]4[C:14](=[N:15][CH:16]=[CH:17][CH:18]=4)[N:19]3[CH2:20][CH2:21]2)=[CH:6][CH:5]=1)([O-:3])=[O:2]. The catalyst class is: 1. (6) Reactant: CO[C:3]([C:5]1[S:9][C:8](/[CH:10]=[CH:11]/[C:12]2[C:13]([CH2:18][CH2:19][CH2:20][CH3:21])=[N:14][O:15][C:16]=2[CH3:17])=[N:7][C:6]=1[CH3:22])=[O:4].[CH2:23]([CH2:25][NH2:26])[OH:24]. The catalyst class is: 11. Product: [OH:24][CH2:23][CH2:25][NH:26][C:3]([C:5]1[S:9][C:8](/[CH:10]=[CH:11]/[C:12]2[C:13]([CH2:18][CH2:19][CH2:20][CH3:21])=[N:14][O:15][C:16]=2[CH3:17])=[N:7][C:6]=1[CH3:22])=[O:4]. (7) Reactant: Br[C:2]1[CH:7]=[CH:6][C:5]([CH:8]2[CH2:12][CH2:11][CH:10]([C:13]3[CH:18]=[CH:17][C:16](Br)=[CH:15][CH:14]=3)[N:9]2[C:20]2[CH:25]=[CH:24][C:23]([C:26]([CH3:29])([CH3:28])[CH3:27])=[CH:22][CH:21]=2)=[CH:4][CH:3]=1.[Cu][C:31]#[N:32].[OH-].[NH4+].[CH3:35][N:36](C=O)C. Product: [C:26]([C:23]1[CH:24]=[CH:25][C:20]([N:9]2[CH:8]([C:5]3[CH:6]=[CH:7][C:2]([C:35]#[N:36])=[CH:3][CH:4]=3)[CH2:12][CH2:11][CH:10]2[C:13]2[CH:18]=[CH:17][C:16]([C:31]#[N:32])=[CH:15][CH:14]=2)=[CH:21][CH:22]=1)([CH3:28])([CH3:29])[CH3:27]. The catalyst class is: 6. (8) Reactant: [C:1]([C:4]1[C:12]2[C:7](=[CH:8][CH:9]=[C:10](Br)[CH:11]=2)[N:6]([CH2:14][C:15]([O:17][C:18]([CH3:21])([CH3:20])[CH3:19])=[O:16])[CH:5]=1)(=[O:3])[CH3:2].CC1(C)C(C)(C)OB([C:30]2[CH:35]=[CH:34][N:33]=[N:32][CH:31]=2)O1.C(=O)([O-])[O-].[Cs+].[Cs+].CN(C=O)C. Product: [C:1]([C:4]1[C:12]2[C:7](=[CH:8][CH:9]=[C:10]([C:30]3[CH:35]=[CH:34][N:33]=[N:32][CH:31]=3)[CH:11]=2)[N:6]([CH2:14][C:15]([O:17][C:18]([CH3:21])([CH3:20])[CH3:19])=[O:16])[CH:5]=1)(=[O:3])[CH3:2]. The catalyst class is: 103. (9) Reactant: [N:1]1[C:10]2[C:5](=[CH:6][CH:7]=[CH:8][CH:9]=2)[C:4](CN2C(=O)C3N(CC=C(C)C)C(Cl)=NC=3N(C)C2=O)=[CH:3][N:2]=1.N1C2C(=CC=CC=2)C(CN2C(=O)C3N(CC=C(C)C)C(Cl)=NC=3N(C)C2=O)C=N1.N1C2C(=CC=CC=2)C(CO)=CN=1.N1C2C(=CC=CC=2)C(CO)C=N1.CN1C2N=C(Cl)N(CC=C(C)C)C=2C(=O)NC1=O.C1(P(C2C=CC=CC=2)C2C=CC=CC=2)C=CC=CC=1.N(C(OCC)=O)=NC(OCC)=O. Product: [NH:1]1[C:10]2[C:5](=[CH:6][CH:7]=[CH:8][CH:9]=2)[CH2:4][CH:3]=[N:2]1. The catalyst class is: 7.